From a dataset of Reaction yield outcomes from USPTO patents with 853,638 reactions. Predict the reaction yield, written as a fraction of the theoretical maximum amount of product (1.0 means a 100% yield; for example, 0.34 means a 34% yield). (1) The reactants are [N:1]([C:4]1[CH:9]=[C:8]([NH2:10])[CH:7]=[CH:6][N:5]=1)=[N+:2]=[N-:3].[H-].[Na+].[Cl:13][C:14]1[CH:22]=[C:21]([Cl:23])[CH:20]=[C:19]([Cl:24])[C:15]=1[C:16](Cl)=[O:17]. The catalyst is CN(C=O)C.O. The product is [N:1]([C:4]1[CH:9]=[C:8]([NH:10][C:16](=[O:17])[C:15]2[C:19]([Cl:24])=[CH:20][C:21]([Cl:23])=[CH:22][C:14]=2[Cl:13])[CH:7]=[CH:6][N:5]=1)=[N+:2]=[N-:3]. The yield is 0.140. (2) The reactants are [C:1]([O:8][CH3:9])(=[O:7])[CH2:2][C:3]([O:5][CH3:6])=[O:4].I[CH2:11][CH2:12][C@H:13]([O:19][Si:20]([CH2:25][CH3:26])([CH2:23][CH3:24])[CH2:21][CH3:22])[C:14]([O:16][CH2:17][CH3:18])=[O:15].[H-].[Na+]. The catalyst is C1COCC1. The product is [CH2:23]([Si:20]([CH2:21][CH3:22])([CH2:25][CH3:26])[O:19][C@H:13]([C:14]([O:16][CH2:17][CH3:18])=[O:15])[CH2:12][CH2:11][CH:2]([C:1]([O:8][CH3:9])=[O:7])[C:3]([O:5][CH3:6])=[O:4])[CH3:24]. The yield is 0.410. (3) The reactants are C([O:4][CH2:5][CH2:6][C:7]1[CH:8]=[C:9]2[C:13](=[CH:14][CH:15]=1)[NH:12][CH:11]=[C:10]2[C:16](=[O:38])[CH:17]([NH:27][C:28]1[CH:33]=[C:32]([O:34][CH3:35])[CH:31]=[C:30]([O:36][CH3:37])[CH:29]=1)[C:18]1[CH:26]=[C:21]2[CH:22]=[CH:23][CH:24]=[CH:25][N:20]2[N:19]=1)(=O)C.C(=O)([O-])[O-].[K+].[K+]. The catalyst is C1COCC1.CO. The product is [CH3:37][O:36][C:30]1[CH:29]=[C:28]([NH:27][CH:17]([C:18]2[CH:26]=[C:21]3[CH:22]=[CH:23][CH:24]=[CH:25][N:20]3[N:19]=2)[C:16]([C:10]2[C:9]3[C:13](=[CH:14][CH:15]=[C:7]([CH2:6][CH2:5][OH:4])[CH:8]=3)[NH:12][CH:11]=2)=[O:38])[CH:33]=[C:32]([O:34][CH3:35])[CH:31]=1. The yield is 0.370. (4) The reactants are [CH:1]1([N:4]2[CH2:9][CH2:8][N:7]([C:10]3[O:11][C:12]4[CH:18]=[CH:17][C:16]([C:19]#N)=[CH:15][C:13]=4[N:14]=3)[CH2:6][CH2:5]2)[CH2:3][CH2:2]1.CC(C[AlH]CC(C)C)C.C[OH:31].O. The catalyst is C1COCC1.C1(C)C=CC=CC=1. The product is [CH:1]1([N:4]2[CH2:9][CH2:8][N:7]([C:10]3[O:11][C:12]4[CH:18]=[CH:17][C:16]([CH:19]=[O:31])=[CH:15][C:13]=4[N:14]=3)[CH2:6][CH2:5]2)[CH2:3][CH2:2]1. The yield is 0.720. (5) The reactants are [F:1][C:2]([F:12])([F:11])[C:3]1[CH:4]=[C:5]([NH2:10])[CH:6]=[C:7]([NH2:9])[CH:8]=1.C[Si]([N-][Si](C)(C)C)(C)C.[Na+].[C:23]([O:27][C:28](O[C:28]([O:27][C:23]([CH3:26])([CH3:25])[CH3:24])=[O:29])=[O:29])([CH3:26])([CH3:25])[CH3:24]. The catalyst is C1COCC1. The product is [C:23]([O:27][C:28](=[O:29])[NH:9][C:7]1[CH:8]=[C:3]([C:2]([F:11])([F:12])[F:1])[CH:4]=[C:5]([NH2:10])[CH:6]=1)([CH3:26])([CH3:25])[CH3:24]. The yield is 0.680. (6) The reactants are Br[C:2](Cl)(Cl)[C:3]([Br:6])(Cl)Cl.C1(P(C2C=CC=CC=2)C2C=CC=CC=2)C=CC=CC=1.[F:28][C:29]([F:44])([F:43])[C:30]1[CH:31]=[C:32]([C@H](O)C)[CH:33]=[C:34]([C:36]([F:39])([F:38])[F:37])[CH:35]=1.CCCCCC. The catalyst is C1(C)C=CC=CC=1. The product is [Br:6][C@H:3]([C:32]1[CH:33]=[C:34]([C:36]([F:39])([F:37])[F:38])[CH:35]=[C:30]([C:29]([F:28])([F:44])[F:43])[CH:31]=1)[CH3:2]. The yield is 0.880.